This data is from Full USPTO retrosynthesis dataset with 1.9M reactions from patents (1976-2016). The task is: Predict the reactants needed to synthesize the given product. (1) Given the product [CH3:1][O:2][C:3]1[CH:8]=[CH:7][C:6]([C:9]2[O:10][C:11]3[CH:19]=[CH:18][C:17]([NH2:20])=[CH:16][C:12]=3[C:13](=[O:15])[CH:14]=2)=[CH:5][CH:4]=1, predict the reactants needed to synthesize it. The reactants are: [CH3:1][O:2][C:3]1[CH:8]=[CH:7][C:6]([C:9]2[O:10][C:11]3[CH:19]=[CH:18][C:17]([NH:20]C(=O)C)=[CH:16][C:12]=3[C:13](=[O:15])[CH:14]=2)=[CH:5][CH:4]=1.OS(O)(=O)=O.[OH-].[Na+]. (2) Given the product [F:28][C:29]([F:40])([F:39])[C:30]([O:32][Si:13]([CH2:14][CH2:15][CH2:16][CH2:17][CH2:18][CH2:19][CH2:20][CH2:21][CH2:22][CH3:23])([CH3:24])[CH3:25])=[O:31], predict the reactants needed to synthesize it. The reactants are: [CH2:14]([Si:13]([CH3:24])([CH3:25])N[Si:13]([CH3:25])([CH3:24])[CH2:14][CH2:15][CH2:16][CH2:17][CH2:18][CH2:19][CH2:20][CH2:21][CH2:22][CH3:23])[CH2:15][CH2:16][CH2:17][CH2:18][CH2:19][CH2:20][CH2:21][CH2:22][CH3:23].[F:28][C:29]([F:40])([F:39])[C:30]([O:32]C(=O)C(F)(F)F)=[O:31]. (3) Given the product [CH2:19]([O:18][C:16]([NH:2][C@@H:3]([CH2:8][C:9]1[CH:14]=[CH:13][CH:12]=[CH:11][CH:10]=1)[C:4](=[O:7])[CH2:5][Cl:6])=[O:17])[C:20]1[CH:25]=[CH:24][CH:23]=[CH:22][CH:21]=1, predict the reactants needed to synthesize it. The reactants are: Cl.[NH2:2][C@@H:3]([CH2:8][C:9]1[CH:14]=[CH:13][CH:12]=[CH:11][CH:10]=1)[C:4](=[O:7])[CH2:5][Cl:6].Cl[C:16]([O:18][CH2:19][C:20]1[CH:25]=[CH:24][CH:23]=[CH:22][CH:21]=1)=[O:17].C(=O)([O-])O.[Na+]. (4) Given the product [C:8]1([CH2:14][O:15][C:16]2[CH:17]=[C:18]([CH:31]=[C:32]3[S:36][C:35](=[S:37])[N:34]([CH2:38][C:39]([NH2:2])=[O:41])[C:33]3=[O:42])[CH:19]=[CH:20][C:21]=2[O:22][CH2:23][CH2:24][C:25]2[CH:30]=[CH:29][CH:28]=[CH:27][CH:26]=2)[CH:13]=[CH:12][CH:11]=[CH:10][CH:9]=1, predict the reactants needed to synthesize it. The reactants are: C[N:2]1CCOCC1.[C:8]1([CH2:14][O:15][C:16]2[CH:17]=[C:18]([CH:31]=[C:32]3[S:36][C:35](=[S:37])[N:34]([CH2:38][C:39]([OH:41])=O)[C:33]3=[O:42])[CH:19]=[CH:20][C:21]=2[O:22][CH2:23][CH2:24][C:25]2[CH:30]=[CH:29][CH:28]=[CH:27][CH:26]=2)[CH:13]=[CH:12][CH:11]=[CH:10][CH:9]=1.ON1C2N=CC=CC=2N=N1.[Cl-].[NH4+].Cl.CN(C)CCCN=C=NCC.